Dataset: Forward reaction prediction with 1.9M reactions from USPTO patents (1976-2016). Task: Predict the product of the given reaction. (1) Given the reactants [C:1](N)(=O)[C:2]1[CH:7]=CC=C[CH:3]=1.[CH3:10][C:11]1[C:12]([O:35][CH:36]2[CH2:41][CH2:40][N:39]([CH3:42])[CH2:38][CH2:37]2)=[CH:13][CH:14]=[C:15]2[C:20]=1[O:19][C:18](=[O:21])[C:17]([NH:22][C:23](=[O:34])C(OCC1C=CC=CC=1)=O)=[CH:16]2.CO[C:45]1[CH:46]=[C:47](OCOC)[C:48]([CH3:55])=[C:49]([O:51][CH2:52][O:53]C)[CH:50]=1.N1C=CC=C[CH:61]=1, predict the reaction product. The product is: [C:52]([O:51][C:49]1[CH:50]=[CH:45][C:46]([C:23](=[O:34])[NH:22][C:17]2[C:18](=[O:21])[O:19][C:20]3[C:15]([CH:16]=2)=[CH:14][CH:13]=[C:12]([O:35][CH:36]2[CH2:41][CH2:40][N:39]([CH3:42])[CH2:38][CH2:37]2)[C:11]=3[CH3:10])=[CH:47][C:48]=1[CH2:55][CH:1]=[C:2]([CH3:7])[CH3:3])(=[O:53])[CH3:61]. (2) Given the reactants [CH3:1][NH:2][C:3]1[CH:8]=[CH:7][CH:6]=[CH:5][CH:4]=1.[H-].[Na+].Br[CH2:12][C:13]1[CH:18]=[CH:17][C:16]([CH2:19][O:20][C:21]2[CH:26]=[CH:25][C:24]([CH2:27][CH2:28][C:29]([O:31][CH3:32])=[O:30])=[CH:23][CH:22]=2)=[CH:15][CH:14]=1.O, predict the reaction product. The product is: [CH3:1][N:2]([CH2:12][C:13]1[CH:14]=[CH:15][C:16]([CH2:19][O:20][C:21]2[CH:26]=[CH:25][C:24]([CH2:27][CH2:28][C:29]([O:31][CH3:32])=[O:30])=[CH:23][CH:22]=2)=[CH:17][CH:18]=1)[C:3]1[CH:8]=[CH:7][CH:6]=[CH:5][CH:4]=1. (3) Given the reactants C(OC([N:8]1[CH2:13][CH2:12][CH:11]([C:14]2[C:18]3[CH:19]=[CH:20][CH:21]=[C:22]([O:23][CH3:24])[C:17]=3[O:16][N:15]=2)[CH2:10][CH2:9]1)=O)(C)(C)C.[ClH:25].CO, predict the reaction product. The product is: [ClH:25].[CH3:24][O:23][C:22]1[C:17]2[O:16][N:15]=[C:14]([CH:11]3[CH2:12][CH2:13][NH:8][CH2:9][CH2:10]3)[C:18]=2[CH:19]=[CH:20][CH:21]=1.